Dataset: Merck oncology drug combination screen with 23,052 pairs across 39 cell lines. Task: Regression. Given two drug SMILES strings and cell line genomic features, predict the synergy score measuring deviation from expected non-interaction effect. (1) Drug 1: O=C(O)C1(Cc2cccc(Nc3nccs3)n2)CCC(Oc2cccc(Cl)c2F)CC1. Drug 2: Cn1c(=O)n(-c2ccc(C(C)(C)C#N)cc2)c2c3cc(-c4cnc5ccccc5c4)ccc3ncc21. Cell line: UACC62. Synergy scores: synergy=21.3. (2) Drug 1: NC(=O)c1cccc2cn(-c3ccc(C4CCCNC4)cc3)nc12. Drug 2: O=C(NOCC(O)CO)c1ccc(F)c(F)c1Nc1ccc(I)cc1F. Cell line: COLO320DM. Synergy scores: synergy=8.48.